This data is from Forward reaction prediction with 1.9M reactions from USPTO patents (1976-2016). The task is: Predict the product of the given reaction. (1) Given the reactants Cl.[CH3:2][O:3][C:4]([C@@H:6]1[C@@H:10]([OH:11])[CH2:9][CH2:8][NH:7]1)=[O:5].CCN(C(C)C)C(C)C.[Cl:21][C:22]1[C:29]([CH3:30])=[C:28]([N:31]=[C:32]=[O:33])[CH:27]=[CH:26][C:23]=1[C:24]#[N:25], predict the reaction product. The product is: [CH3:2][O:3][C:4]([C@@H:6]1[C@@H:10]([OH:11])[CH2:9][CH2:8][N:7]1[C:32]([NH:31][C:28]1[CH:27]=[CH:26][C:23]([C:24]#[N:25])=[C:22]([Cl:21])[C:29]=1[CH3:30])=[O:33])=[O:5]. (2) Given the reactants [CH3:1][O:2][C:3](=[O:43])[C@@H:4]([NH:13][C:14]([C:16]1[N:17]=[C:18]([CH2:37][CH:38]2[CH2:42][CH2:41][CH2:40][CH2:39]2)[C:19]2[C:24]([CH:25]=1)=[CH:23][CH:22]=[C:21]([O:26][C:27]1[CH:32]=[CH:31][C:30]([C:33]([CH3:36])([CH3:35])[CH3:34])=[CH:29][CH:28]=1)[CH:20]=2)=[O:15])[CH2:5][C:6]1[S:7]C(C=C)=[CH:9][CH:10]=1.O.C[N+]1([O-])CC[O:49]CC1.C(OCC)(=O)C.[CH3:59][C:60]([CH3:62])=[O:61], predict the reaction product. The product is: [CH3:1][O:2][C:3](=[O:43])[C@@H:4]([NH:13][C:14]([C:16]1[N:17]=[C:18]([CH2:37][CH:38]2[CH2:42][CH2:41][CH2:40][CH2:39]2)[C:19]2[C:24]([CH:25]=1)=[CH:23][CH:22]=[C:21]([O:26][C:27]1[CH:32]=[CH:31][C:30]([C:33]([CH3:36])([CH3:35])[CH3:34])=[CH:29][CH:28]=1)[CH:20]=2)=[O:15])[CH2:5][C:6]1[S:7][C:59]([CH:60]([OH:61])[CH2:62][OH:49])=[CH:9][CH:10]=1. (3) Given the reactants Br[CH:2]1[CH2:8][CH2:7][O:6][C:5]2[CH:9]=[CH:10][C:11]([Br:13])=[CH:12][C:4]=2[C:3]1=O.[NH2:15][NH:16][C:17]([NH2:19])=[S:18], predict the reaction product. The product is: [Br:13][C:11]1[CH:10]=[CH:9][C:5]2[O:6][CH2:7][CH2:8][C:2]3[S:18][C:17]([NH:16][NH2:15])=[N:19][C:3]=3[C:4]=2[CH:12]=1. (4) Given the reactants Br[C:2]1[CH:7]=[CH:6][C:5]([C:8]2[CH:13]=[CH:12][C:11]([CH3:14])=[CH:10][CH:9]=2)=[CH:4][CH:3]=1.[NH2:15][C:16]1[N:17]([CH3:22])[N:18]=[CH:19][C:20]=1[Br:21].CC(C)([O-])C.[Na+].C1C=CC(P(C2C(C3C(P(C4C=CC=CC=4)C4C=CC=CC=4)=CC=C4C=3C=CC=C4)=C3C(C=CC=C3)=CC=2)C2C=CC=CC=2)=CC=1, predict the reaction product. The product is: [Br:21][C:20]1[CH:19]=[N:18][N:17]([CH3:22])[C:16]=1[NH:15][C:2]1[CH:7]=[CH:6][C:5]([C:8]2[CH:13]=[CH:12][C:11]([CH3:14])=[CH:10][CH:9]=2)=[CH:4][CH:3]=1. (5) The product is: [Cl:1][C:2]1[CH:7]=[C:6]([Cl:8])[CH:5]=[CH:4][C:3]=1[CH2:9][CH2:10][C:11]1[S:36][C:23]([C:21]2[CH:20]=[CH:19][C:18]3[NH:14][CH:15]=[N:16][C:17]=3[CH:22]=2)=[N:25][N:26]=1. Given the reactants [Cl:1][C:2]1[CH:7]=[C:6]([Cl:8])[CH:5]=[CH:4][C:3]=1[CH2:9][CH2:10][C:11](O)=O.[N:14]1[C:18]2[CH:19]=[CH:20][C:21]([C:23]([NH:25][NH2:26])=O)=[CH:22][C:17]=2[NH:16][CH:15]=1.COC1C=CC(P2(SP(C3C=CC(OC)=CC=3)(=S)S2)=[S:36])=CC=1.O=P(Cl)(Cl)Cl, predict the reaction product. (6) Given the reactants [F:1][C:2]([F:18])([F:17])/[CH:3]=[CH:4]\[C:5]1[CH:14]=[CH:13][C:8]([C:9]([O:11]C)=[O:10])=[C:7]([O:15][CH3:16])[CH:6]=1.[OH-].[Na+], predict the reaction product. The product is: [F:1][C:2]([F:17])([F:18])/[CH:3]=[CH:4]\[C:5]1[CH:14]=[CH:13][C:8]([C:9]([OH:11])=[O:10])=[C:7]([O:15][CH3:16])[CH:6]=1. (7) Given the reactants [CH2:1]([N:7]1[CH2:12][CH:11]2[CH:9]([C:10]2([CH3:25])[C:13]2[CH:18]=[CH:17][CH:16]=[C:15]([C:19]3[CH:24]=[CH:23][CH:22]=[CH:21][N:20]=3)[CH:14]=2)[C:8]1=O)[CH2:2][CH2:3][CH2:4][CH2:5][CH3:6].[H-].[Al+3].[Li+].[H-].[H-].[H-], predict the reaction product. The product is: [CH2:1]([N:7]1[CH2:12][CH:11]2[CH:9]([C:10]2([CH3:25])[C:13]2[CH:18]=[CH:17][CH:16]=[C:15]([C:19]3[CH:24]=[CH:23][CH:22]=[CH:21][N:20]=3)[CH:14]=2)[CH2:8]1)[CH2:2][CH2:3][CH2:4][CH2:5][CH3:6].